This data is from Forward reaction prediction with 1.9M reactions from USPTO patents (1976-2016). The task is: Predict the product of the given reaction. (1) Given the reactants [CH3:1][S:2]([CH2:5][C:6]1[CH:11]=[C:10]([N:12]2[CH2:17][CH2:16][O:15][CH2:14][CH2:13]2)[N:9]=[C:8]([C:18]2[CH:24]=[CH:23][C:21]([NH2:22])=[CH:20][CH:19]=2)[N:7]=1)(=[O:4])=[O:3].[C:25](Cl)(=[O:27])[CH3:26].CCN(C(C)C)C(C)C.O, predict the reaction product. The product is: [CH3:1][S:2]([CH2:5][C:6]1[CH:11]=[C:10]([N:12]2[CH2:17][CH2:16][O:15][CH2:14][CH2:13]2)[N:9]=[C:8]([C:18]2[CH:24]=[CH:23][C:21]([NH:22][C:25](=[O:27])[CH3:26])=[CH:20][CH:19]=2)[N:7]=1)(=[O:4])=[O:3]. (2) Given the reactants [CH2:1]1[C:9]2[C:4](=[CH:5][CH:6]=[CH:7][CH:8]=2)[CH2:3][NH:2]1.Br[CH2:11][C:12]([O:14][CH2:15][CH3:16])=[O:13].C([O-])([O-])=O.[Cs+].[Cs+].CCCCCC, predict the reaction product. The product is: [CH2:15]([O:14][C:12](=[O:13])[CH2:11][N:2]1[CH2:3][C:4]2[C:9](=[CH:8][CH:7]=[CH:6][CH:5]=2)[CH2:1]1)[CH3:16].